Dataset: Peptide-MHC class I binding affinity with 185,985 pairs from IEDB/IMGT. Task: Regression. Given a peptide amino acid sequence and an MHC pseudo amino acid sequence, predict their binding affinity value. This is MHC class I binding data. The peptide sequence is RRAAVSTLE. The MHC is HLA-A68:02 with pseudo-sequence HLA-A68:02. The binding affinity (normalized) is 0.0847.